From a dataset of CYP3A4 inhibition data for predicting drug metabolism from PubChem BioAssay. Regression/Classification. Given a drug SMILES string, predict its absorption, distribution, metabolism, or excretion properties. Task type varies by dataset: regression for continuous measurements (e.g., permeability, clearance, half-life) or binary classification for categorical outcomes (e.g., BBB penetration, CYP inhibition). Dataset: cyp3a4_veith. (1) The compound is O=C(N/N=C1/C[C@@H](O)[C@@H](O)[C@@H]2[C@@H]3C(=O)N(C[C@@H]4CCCO4)C(=O)[C@H]3CC[C@@H]12)OCc1ccccc1. The result is 0 (non-inhibitor). (2) The drug is Clc1ccc(CN2CCCN(Cc3ccc(Cl)cc3)C2c2cc3ccccc3c3ccccc23)cc1. The result is 0 (non-inhibitor). (3) The molecule is CCOc1cc(CNCCc2ccc(S(N)(=O)=O)cc2)ccc1OCc1ccc(Cl)cc1.Cl. The result is 1 (inhibitor). (4) The drug is COCCNc1ccnc(-c2ccccc2CN(C)C)n1. The result is 0 (non-inhibitor). (5) The molecule is Cc1oc(=O)c(NC(=O)c2ccccc2)cc1C(=O)c1ccccc1. The result is 1 (inhibitor). (6) The drug is CNC(=O)c1c(I)c(C(=O)NCC(=O)Nc2c(I)c(C(=O)O)c(I)c(C(=O)NCCO)c2I)c(I)c(N(C)C(C)=O)c1I. The result is 0 (non-inhibitor). (7) The molecule is COc1ccc(NC(=O)CC2C(=O)N(c3cccc(OC)c3)C(=O)N2C2CCCCC2)cc1. The result is 1 (inhibitor). (8) The compound is Nc1nc(N2CCOCC2)cc(=O)[nH]1. The result is 0 (non-inhibitor). (9) The result is 0 (non-inhibitor). The molecule is CO[C@@H](C(C)C)[C@@H](C)[C@@H]1OC(=O)C[C@@H]1O. (10) The molecule is Cn1cccc1/C=N/NC(=O)c1sc2ccccc2c1Cl. The result is 1 (inhibitor).